Dataset: Reaction yield outcomes from USPTO patents with 853,638 reactions. Task: Predict the reaction yield, written as a fraction of the theoretical maximum amount of product (1.0 means a 100% yield; for example, 0.34 means a 34% yield). (1) The reactants are Cl[C:2]1[CH:25]=[C:24]([F:26])[C:23]([F:27])=[CH:22][C:3]=1[C:4]([C:6](=[CH:12][NH:13][C:14]1[CH:19]=[CH:18][C:17]([F:20])=[CH:16][C:15]=1[F:21])[C:7]([O:9][CH2:10][CH3:11])=[O:8])=[O:5].[H-].[Na+].O. The catalyst is O1CCCC1. The product is [F:21][C:15]1[CH:16]=[C:17]([F:20])[CH:18]=[CH:19][C:14]=1[N:13]1[C:2]2[C:3](=[CH:22][C:23]([F:27])=[C:24]([F:26])[CH:25]=2)[C:4](=[O:5])[C:6]([C:7]([O:9][CH2:10][CH3:11])=[O:8])=[CH:12]1. The yield is 0.828. (2) The reactants are [NH2:1][C@H:2]([C:6]([OH:8])=[O:7])[CH2:3][CH2:4][OH:5].[C:9]([Cl:12])(=[O:11])[CH3:10]. The catalyst is C(O)(=O)C. The product is [ClH:12].[C:9]([O:5][CH2:4][CH2:3][C@@H:2]([C:6]([OH:8])=[O:7])[NH2:1])(=[O:11])[CH3:10]. The yield is 0.750. (3) The reactants are [H-].[Na+].[Cl:3][C:4]1[CH:5]=[C:6]([CH:11]=[CH:12][CH:13]=1)[C:7]([O:9]C)=O.[OH:14][C:15]1[CH:25]=[CH:24][C:18]([CH:19]=[CH:20][C:21](=[O:23])[CH3:22])=[CH:17][CH:16]=1. The catalyst is CN(C=O)C. The product is [Cl:3][C:4]1[CH:5]=[C:6]([C:7](=[O:9])/[CH:22]=[C:21](\[OH:23])/[CH:20]=[CH:19]/[C:18]2[CH:17]=[CH:16][C:15]([OH:14])=[CH:25][CH:24]=2)[CH:11]=[CH:12][CH:13]=1. The yield is 0.600. (4) The reactants are Cl[C:2]([O:4][CH2:5][Cl:6])=[O:3].[CH2:7]([O:14][C:15]([NH:17][C@H:18]([C:22]([O:24][CH2:25][C:26]([CH3:30])([CH3:29])[CH2:27][OH:28])=[O:23])[CH:19]([CH3:21])[CH3:20])=[O:16])[C:8]1[CH:13]=[CH:12][CH:11]=[CH:10][CH:9]=1.N1C=CC=CC=1. The catalyst is C(Cl)Cl. The product is [C:2](=[O:3])([O:4][CH2:5][Cl:6])[O:28][CH2:27][C:26]([CH3:30])([CH3:29])[CH2:25][O:24][C:22](=[O:23])[C@H:18]([CH:19]([CH3:21])[CH3:20])[NH:17][C:15]([O:14][CH2:7][C:8]1[CH:9]=[CH:10][CH:11]=[CH:12][CH:13]=1)=[O:16]. The yield is 0.950. (5) The reactants are [CH2:1]([C:3]1[CH:8]=[CH:7][C:6]([CH:9]([C:11]2[CH:16]=[CH:15][N:14]=[CH:13][C:12]=2[OH:17])O)=[CH:5][CH:4]=1)[CH3:2]. The catalyst is [Pd].C(O)(=O)C. The product is [CH2:1]([C:3]1[CH:8]=[CH:7][C:6]([CH2:9][C:11]2[CH:16]=[CH:15][N:14]=[CH:13][C:12]=2[OH:17])=[CH:5][CH:4]=1)[CH3:2]. The yield is 0.400. (6) The reactants are [F:1][C:2]1[CH:7]=[CH:6][C:5]([C:8]2[O:9][C:10]3[CH:20]=[C:19]([N:21]([CH3:26])[S:22]([CH3:25])(=[O:24])=[O:23])[C:18]([CH:27]4[CH2:32][NH:31][CH2:30][CH:29]([C:33]([O:35][CH3:36])=[O:34])[CH2:28]4)=[CH:17][C:11]=3[C:12]=2[C:13](=[O:16])[NH:14][CH3:15])=[CH:4][CH:3]=1.[CH2:37]=O. The catalyst is C(O)=O. The product is [F:1][C:2]1[CH:7]=[CH:6][C:5]([C:8]2[O:9][C:10]3[CH:20]=[C:19]([N:21]([CH3:26])[S:22]([CH3:25])(=[O:23])=[O:24])[C:18]([CH:27]4[CH2:32][N:31]([CH3:37])[CH2:30][CH:29]([C:33]([O:35][CH3:36])=[O:34])[CH2:28]4)=[CH:17][C:11]=3[C:12]=2[C:13](=[O:16])[NH:14][CH3:15])=[CH:4][CH:3]=1. The yield is 0.920. (7) The reactants are Cl.[CH3:2][O:3][C:4](=[O:11])[C@H:5]([CH2:7][CH:8]([CH3:10])[CH3:9])[NH2:6].[O-]S([O-])(=O)=O.[Mg+2].[CH:18](=O)[C:19]1[CH:24]=[CH:23][CH:22]=[C:21]([O:25][CH3:26])[CH:20]=1.CCN(CC)CC.[BH4-].[Na+]. The catalyst is CO.C1COCC1. The product is [CH3:26][O:25][C:21]1[CH:20]=[C:19]([CH:24]=[CH:23][CH:22]=1)[CH2:18][NH:6][C@@H:5]([CH2:7][CH:8]([CH3:10])[CH3:9])[C:4]([O:3][CH3:2])=[O:11]. The yield is 0.580. (8) The reactants are [CH3:1][CH:2]([C:14](=O)[CH3:15])[C:3]([NH:5][CH2:6][CH2:7][C:8]1[CH:13]=[CH:12][CH:11]=[CH:10][CH:9]=1)=[O:4].[NH3:17].[Cl-].[Al+3].[Cl-].[Cl-]. The catalyst is C(OCC)C. The product is [CH2:6]([NH:5][C:3](=[O:4])[C:2]([CH3:1])=[C:14]([NH2:17])[CH3:15])[CH2:7][C:8]1[CH:13]=[CH:12][CH:11]=[CH:10][CH:9]=1. The yield is 0.850. (9) The reactants are [CH3:1][O:2][C:3]([C:5]1([C:8]2[CH:13]=[CH:12][C:11]([O:14][CH3:15])=[C:10]([CH2:16]Cl)[CH:9]=2)[CH2:7][CH2:6]1)=[O:4].C([O-])([O-])=[O:19].[Na+].[Na+].Cl. The catalyst is O.[N+](CCCC)(CCCC)(CCCC)CCCC.[Br-]. The product is [CH3:1][O:2][C:3]([C:5]1([C:8]2[CH:13]=[CH:12][C:11]([O:14][CH3:15])=[C:10]([CH2:16][OH:19])[CH:9]=2)[CH2:7][CH2:6]1)=[O:4]. The yield is 0.390. (10) The reactants are C1CCC(N=C=NC2CCCCC2)CC1.[F:16][C:17]1([F:26])[CH2:22][CH2:21][CH:20]([C:23]([OH:25])=[O:24])[CH2:19][CH2:18]1.O[N:28]1[C:32](=[O:33])[CH2:31][CH2:30][C:29]1=[O:34]. The catalyst is C1COCC1. The product is [F:16][C:17]1([F:26])[CH2:18][CH2:19][CH:20]([C:23]([O:25][N:28]2[C:32](=[O:33])[CH2:31][CH2:30][C:29]2=[O:34])=[O:24])[CH2:21][CH2:22]1. The yield is 0.940.